Predict the reaction yield, written as a fraction of the theoretical maximum amount of product (1.0 means a 100% yield; for example, 0.34 means a 34% yield). From a dataset of Reaction yield outcomes from USPTO patents with 853,638 reactions. (1) The reactants are [NH2:1][C:2]([C:4]1[C:5]([NH:11][C@@H:12]2[CH2:20][C@H:19]3[N:15]([CH2:16][CH2:17][CH2:18]3)[C:14]([CH3:22])([CH3:21])[CH2:13]2)=[N:6][C:7]([Cl:10])=[N:8][CH:9]=1)=O.C(N(CC)CC)C.FC(F)(F)C(OC(=O)C(F)(F)F)=O. The catalyst is C1COCC1. The product is [Cl:10][C:7]1[N:6]=[C:5]([NH:11][C@@H:12]2[CH2:20][C@H:19]3[N:15]([CH2:16][CH2:17][CH2:18]3)[C:14]([CH3:21])([CH3:22])[CH2:13]2)[C:4]([C:2]#[N:1])=[CH:9][N:8]=1. The yield is 0.890. (2) The reactants are [F:1][C:2]([F:15])([F:14])[C:3](=O)[CH2:4][C:5]([C:7]1[CH:12]=[CH:11][CH:10]=[CH:9][N:8]=1)=O.[NH2:16][C:17]1[NH:21][N:20]=[C:19]([C:22]([OH:24])=[O:23])[CH:18]=1. The catalyst is C(O)(=O)C. The product is [N:8]1[CH:9]=[CH:10][CH:11]=[CH:12][C:7]=1[C:5]1[CH:4]=[C:3]([C:2]([F:15])([F:14])[F:1])[N:21]2[N:20]=[C:19]([C:22]([OH:24])=[O:23])[CH:18]=[C:17]2[N:16]=1. The yield is 0.710. (3) The reactants are [NH2:1][C:2]1[C:3]2[C:10]([C:11]3[CH:16]=[CH:15][C:14]([O:17][C:18]4[CH:23]=[CH:22][CH:21]=[CH:20][CH:19]=4)=[CH:13][CH:12]=3)=[C:9](Br)[N:8]([C@@H:25]3[CH2:29][CH2:28][N:27]([C:30]([O:32][C:33]([CH3:36])([CH3:35])[CH3:34])=[O:31])[CH2:26]3)[C:4]=2[N:5]=[CH:6][N:7]=1.[CH3:37][C:38]1(C)[C:42](C)(C)OB(C(C)=C)O1.C([O-])([O-])=O.[Na+].[Na+]. The catalyst is O1CCOCC1.C1C=CC([P]([Pd]([P](C2C=CC=CC=2)(C2C=CC=CC=2)C2C=CC=CC=2)([P](C2C=CC=CC=2)(C2C=CC=CC=2)C2C=CC=CC=2)[P](C2C=CC=CC=2)(C2C=CC=CC=2)C2C=CC=CC=2)(C2C=CC=CC=2)C2C=CC=CC=2)=CC=1. The product is [NH2:1][C:2]1[C:3]2[C:10]([C:11]3[CH:16]=[CH:15][C:14]([O:17][C:18]4[CH:23]=[CH:22][CH:21]=[CH:20][CH:19]=4)=[CH:13][CH:12]=3)=[C:9]([C:38]([CH3:42])=[CH2:37])[N:8]([C@@H:25]3[CH2:29][CH2:28][N:27]([C:30]([O:32][C:33]([CH3:36])([CH3:35])[CH3:34])=[O:31])[CH2:26]3)[C:4]=2[N:5]=[CH:6][N:7]=1. The yield is 0.850. (4) The reactants are Br[CH2:2][C:3]1[CH:28]=[CH:27][C:6]2[S:7][C:8]([C:11]3[CH:16]=[CH:15][C:14]([C:17]4[CH:22]=[CH:21][CH:20]=[CH:19][CH:18]=4)=[C:13]([C:23]([F:26])([F:25])[F:24])[CH:12]=3)=[C:9]([Cl:10])[C:5]=2[CH:4]=1.Cl.[C:30]([O:34][C:35](=[O:39])[CH2:36][CH2:37][NH2:38])([CH3:33])([CH3:32])[CH3:31].C([O-])([O-])=O.[K+].[K+]. The catalyst is CN(C=O)C.CCOC(C)=O. The product is [C:30]([O:34][C:35](=[O:39])[CH2:36][CH2:37][NH:38][CH2:2][C:3]1[CH:28]=[CH:27][C:6]2[S:7][C:8]([C:11]3[CH:16]=[CH:15][C:14]([C:17]4[CH:22]=[CH:21][CH:20]=[CH:19][CH:18]=4)=[C:13]([C:23]([F:26])([F:25])[F:24])[CH:12]=3)=[C:9]([Cl:10])[C:5]=2[CH:4]=1)([CH3:33])([CH3:32])[CH3:31]. The yield is 0.760. (5) The reactants are [NH2:1][C:2]1[CH:7]=[CH:6][C:5]([Br:8])=[CH:4][N:3]=1.[C:9](O[C:9]([O:11][C:12]([CH3:15])([CH3:14])[CH3:13])=[O:10])([O:11][C:12]([CH3:15])([CH3:14])[CH3:13])=[O:10]. The catalyst is C1COCC1. The product is [Br:8][C:5]1[CH:6]=[CH:7][C:2]([NH:1][C:9]([O:11][C:12]([CH3:15])([CH3:14])[CH3:13])=[O:10])=[N:3][CH:4]=1. The yield is 0.800. (6) No catalyst specified. The product is [CH3:1][O:2][C:3]1[CH:12]=[C:11]2[C:6]([CH2:7][CH2:8][C:9](=[O:13])[CH:10]2[C:14]([O:15][CH2:16][CH3:17])=[O:18])=[CH:5][CH:4]=1. The yield is 0.730. The reactants are [CH3:1][O:2][C:3]1[CH:12]=[C:11]2[C:6]([CH2:7][CH2:8][C:9](=[O:13])[CH2:10]2)=[CH:5][CH:4]=1.[C:14](=O)([O:18]CC)[O:15][CH2:16][CH3:17].